This data is from Reaction yield outcomes from USPTO patents with 853,638 reactions. The task is: Predict the reaction yield, written as a fraction of the theoretical maximum amount of product (1.0 means a 100% yield; for example, 0.34 means a 34% yield). The reactants are [F:1][O:2][P:3]([CH2:7][C:8]1[CH:13]=[CH:12][C:11]([CH2:14][N:15]([S:31]([C:34]2[CH:39]=[CH:38][CH:37]=[CH:36][C:35]=2[O:40][CH3:41])(=[O:33])=[O:32])[CH2:16][C:17]2[CH:22]=[CH:21][C:20]([C:23]3[CH:28]=[CH:27][CH:26]=[C:25]([C:29]#[N:30])[CH:24]=3)=[CH:19][CH:18]=2)=[CH:10][C:9]=1[Cl:42])([O:5][F:6])=[O:4].[N-:43]=[N+:44]=[N-:45].[Na+].[Cl-].[NH4+]. The catalyst is CN(C=O)C. The product is [F:6][O:5][P:3]([CH2:7][C:8]1[CH:13]=[CH:12][C:11]([CH2:14][N:15]([S:31]([C:34]2[CH:39]=[CH:38][CH:37]=[CH:36][C:35]=2[O:40][CH3:41])(=[O:33])=[O:32])[CH2:16][C:17]2[CH:22]=[CH:21][C:20]([C:23]3[CH:28]=[CH:27][CH:26]=[C:25]([C:29]4[N:43]=[N:44][NH:45][N:30]=4)[CH:24]=3)=[CH:19][CH:18]=2)=[CH:10][C:9]=1[Cl:42])([O:2][F:1])=[O:4]. The yield is 0.730.